Dataset: Retrosynthesis with 50K atom-mapped reactions and 10 reaction types from USPTO. Task: Predict the reactants needed to synthesize the given product. (1) Given the product O=C(O)c1ccc2c(c1)Sc1ccccc1CC2O, predict the reactants needed to synthesize it. The reactants are: O=C(O)c1ccc2c(c1)Sc1ccccc1CC2=O. (2) Given the product O=C(CCc1c(-c2ccc(Cl)cc2)[nH]c2ccc(Cl)cc12)N1CCN(C(=O)c2ccccc2)CC1, predict the reactants needed to synthesize it. The reactants are: O=C(CCc1c(-c2ccc(Cl)cc2)[nH]c2ccc(Cl)cc12)N1CCNCC1.O=C(Cl)c1ccccc1. (3) Given the product CS(=O)(=O)OCCc1cccc([N+](=O)[O-])c1, predict the reactants needed to synthesize it. The reactants are: CS(=O)(=O)Cl.O=[N+]([O-])c1cccc(CCO)c1. (4) The reactants are: CC(C)CN([C@H](CO)CCCCNC(=O)[C@@H](N)Cc1ccc2ccccc2c1)S(=O)(=O)c1ccc(F)c(N)c1.O=C(O)c1cccnc1. Given the product CC(C)CN(C(CO)CCCCNC(=O)C(Cc1ccc2ccccc2c1)NC(=O)c1cccnc1)S(=O)(=O)c1ccc(F)c(N)c1, predict the reactants needed to synthesize it. (5) Given the product N#Cc1ccc(-c2cnc3c(c2)N(Cc2cc(F)ccc2F)CCN3)cn1, predict the reactants needed to synthesize it. The reactants are: CC1(C)OB(c2ccc(C#N)nc2)OC1(C)C.Fc1ccc(F)c(CN2CCNc3ncc(I)cc32)c1.